Dataset: Catalyst prediction with 721,799 reactions and 888 catalyst types from USPTO. Task: Predict which catalyst facilitates the given reaction. (1) Reactant: [Cl:1][C:2]1[CH:24]=[CH:23][C:5]([CH2:6][N:7]2[C:16](=[O:17])[C:15]3[C:10](=[N:11][C:12]4[CH2:21][CH2:20][CH2:19][CH2:18][C:13]=4[N:14]=3)[NH:9][C:8]2=[O:22])=[CH:4][CH:3]=1.C([O-])([O-])=O.[K+].[K+].Br[CH2:32][CH:33]([OH:38])[C:34]([F:37])([F:36])[F:35]. Product: [Cl:1][C:2]1[CH:24]=[CH:23][C:5]([CH2:6][N:7]2[C:16](=[O:17])[C:15]3[C:10](=[N:11][C:12]4[CH2:21][CH2:20][CH2:19][CH2:18][C:13]=4[N:14]=3)[N:9]([CH2:32][CH:33]([OH:38])[C:34]([F:37])([F:36])[F:35])[C:8]2=[O:22])=[CH:4][CH:3]=1. The catalyst class is: 85. (2) Reactant: [CH:1]1[CH:2]=[CH:3][C:4]2N(O)N=N[C:5]=2[CH:6]=1.[NH3:11].CN(C(ON1N=N[C:22]2[CH:23]=C[CH:25]=[CH:26][C:21]1=2)=[N+](C)C)C.[B-](F)(F)(F)F.CC[N:36]([CH:40]([CH3:42])C)[CH:37]([CH3:39])C.C[N:44]([CH:46]=[O:47])C. Product: [CH:5]1([C:23]2[NH:11][C:26]([C:25]3[CH:39]=[CH:37][N:36]=[CH:40][CH:42]=3)=[CH:21][C:22]=2[C:46]([NH2:44])=[O:47])[CH2:4][CH2:3][CH2:2][CH2:1][CH2:6]1. The catalyst class is: 6.